This data is from Full USPTO retrosynthesis dataset with 1.9M reactions from patents (1976-2016). The task is: Predict the reactants needed to synthesize the given product. (1) Given the product [N+:8]([C:5]1[CH:4]=[N:3][C:2]([NH:1][C:11](=[O:13])[CH3:12])=[N:7][CH:6]=1)([O-:10])=[O:9], predict the reactants needed to synthesize it. The reactants are: [NH2:1][C:2]1[N:7]=[CH:6][C:5]([N+:8]([O-:10])=[O:9])=[CH:4][N:3]=1.[C:11](OC(=O)C)(=[O:13])[CH3:12]. (2) Given the product [F:1][C:2]([C:5]1[CH:12]=[CH:11][C:8]([CH:9]2[C:26]([C:27]([C:29]3[CH:34]=[CH:33][C:32]([C:35]#[N:36])=[CH:31][CH:30]=3)=[O:28])=[C:25]([OH:37])[C:24](=[O:23])[N:13]2[C:14]2[N:15]=[N:16][C:17]([CH3:20])=[CH:18][CH:19]=2)=[CH:7][CH:6]=1)([F:4])[CH3:3], predict the reactants needed to synthesize it. The reactants are: [F:1][C:2]([C:5]1[CH:12]=[CH:11][C:8]([CH:9]=O)=[CH:7][CH:6]=1)([F:4])[CH3:3].[NH2:13][C:14]1[N:15]=[N:16][C:17]([CH3:20])=[CH:18][CH:19]=1.C([O:23][C:24](=O)[C:25](=[O:37])[CH2:26][C:27]([C:29]1[CH:34]=[CH:33][C:32]([C:35]#[N:36])=[CH:31][CH:30]=1)=[O:28])C. (3) Given the product [CH:48]1([CH2:47][N:10]([S:7]([C:1]2[CH:2]=[CH:3][CH:4]=[CH:5][CH:6]=2)(=[O:9])=[O:8])[C:11]2[CH:28]=[CH:27][C:26]([C:29]([F:32])([F:30])[F:31])=[CH:25][C:12]=2[O:13][CH2:14][C:15]2[CH:16]=[CH:17][C:18]([C:19]([O:21][CH3:22])=[O:20])=[CH:23][CH:24]=2)[CH2:49][CH2:50][CH2:51][CH2:46]1, predict the reactants needed to synthesize it. The reactants are: [C:1]1([S:7]([NH:10][C:11]2[CH:28]=[CH:27][C:26]([C:29]([F:32])([F:31])[F:30])=[CH:25][C:12]=2[O:13][CH2:14][C:15]2[CH:24]=[CH:23][C:18]([C:19]([O:21][CH3:22])=[O:20])=[CH:17][CH:16]=2)(=[O:9])=[O:8])[CH:6]=[CH:5][CH:4]=[CH:3][CH:2]=1.[C:46]1(P([C:46]2[CH:51]=[CH:50][CH:49]=[CH:48][CH:47]=2)[C:46]2[CH:51]=[CH:50][CH:49]=[CH:48][CH:47]=2)[CH:51]=[CH:50][CH:49]=[CH:48][CH:47]=1.C1(CO)CCCC1. (4) Given the product [NH2:1][C:2]1[N:3]=[CH:4][C:5]2[S:10][C:9](=[O:11])[N:8]([C@@H:12]3[O:24][C@H:23]([CH2:25][O:26][C:27](=[O:29])[CH3:28])[C@@H:18]([O:19][C:20](=[O:22])[CH3:21])[C@H:13]3[O:14][C:15](=[O:17])[CH3:16])[C:6]=2[N:7]=1, predict the reactants needed to synthesize it. The reactants are: [NH2:1][C:2]1[NH:3][C:4](=S)[C:5]2[S:10][C:9](=[O:11])[N:8]([C@@H:12]3[O:24][C@H:23]([CH2:25][O:26][C:27](=[O:29])[CH3:28])[C@@H:18]([O:19][C:20](=[O:22])[CH3:21])[C@H:13]3[O:14][C:15](=[O:17])[CH3:16])[C:6]=2[N:7]=1.